This data is from Catalyst prediction with 721,799 reactions and 888 catalyst types from USPTO. The task is: Predict which catalyst facilitates the given reaction. (1) Reactant: [CH:1]1([NH:4][C:5]([C:7]2[N:8]=[N:9][N:10]([C:14]3[CH:19]=[CH:18][C:17]([C:20]([NH:22][CH2:23][CH3:24])=[O:21])=[CH:16][CH:15]=3)[C:11]=2[CH2:12][OH:13])=[O:6])[CH2:3][CH2:2]1.[F:25][C:26]1[CH:31]=[CH:30][C:29]([N:32]=[C:33]=[O:34])=[CH:28][CH:27]=1. Product: [F:25][C:26]1[CH:31]=[CH:30][C:29]([NH:32][C:33](=[O:34])[O:13][CH2:12][C:11]2[N:10]([C:14]3[CH:19]=[CH:18][C:17]([C:20]([NH:22][CH2:23][CH3:24])=[O:21])=[CH:16][CH:15]=3)[N:9]=[N:8][C:7]=2[C:5]([NH:4][CH:1]2[CH2:2][CH2:3]2)=[O:6])=[CH:28][CH:27]=1. The catalyst class is: 17. (2) Reactant: [CH3:1][O:2][C:3](=[O:18])[C:4]([CH3:17])([CH3:16])[CH2:5][O:6][C:7]1[CH:12]=[CH:11][C:10]([Cl:13])=[CH:9][C:8]=1[CH:14]=O.[Cl:19][C:20]1[CH:28]=[C:27]2[C:23]([CH2:24][C:25](=[O:29])[NH:26]2)=[CH:22][CH:21]=1.N1CCCC1. Product: [CH3:1][O:2][C:3](=[O:18])[C:4]([CH3:17])([CH3:16])[CH2:5][O:6][C:7]1[CH:12]=[CH:11][C:10]([Cl:13])=[CH:9][C:8]=1/[CH:14]=[C:24]1\[C:25](=[O:29])[NH:26][C:27]2[C:23]\1=[CH:22][CH:21]=[C:20]([Cl:19])[CH:28]=2. The catalyst class is: 5.